This data is from Reaction yield outcomes from USPTO patents with 853,638 reactions. The task is: Predict the reaction yield, written as a fraction of the theoretical maximum amount of product (1.0 means a 100% yield; for example, 0.34 means a 34% yield). (1) The reactants are [F:1][C:2]1[CH:3]=[C:4]([C:20]([NH2:22])=[O:21])[C:5]2[O:9][C:8]([C:10]3[CH:15]=[CH:14][C:13]([CH2:16][NH:17][CH3:18])=[CH:12][CH:11]=3)=[CH:7][C:6]=2[CH:19]=1.C([Cl:26])(=O)C. The catalyst is CO. The product is [ClH:26].[F:1][C:2]1[CH:3]=[C:4]([C:20]([NH2:22])=[O:21])[C:5]2[O:9][C:8]([C:10]3[CH:15]=[CH:14][C:13]([CH2:16][NH:17][CH3:18])=[CH:12][CH:11]=3)=[CH:7][C:6]=2[CH:19]=1. The yield is 0.980. (2) The reactants are [H-].[Na+].[Cl:3][C:4]1[CH:9]=[CH:8][C:7]([SH:10])=[CH:6][CH:5]=1.Br[C:12]1[S:16][C:15]([CH:17]=[O:18])=[CH:14][CH:13]=1. The catalyst is C1COCC1. The product is [Cl:3][C:4]1[CH:9]=[CH:8][C:7]([S:10][C:12]2[S:16][C:15]([CH:17]=[O:18])=[CH:14][CH:13]=2)=[CH:6][CH:5]=1. The yield is 0.980.